Dataset: Catalyst prediction with 721,799 reactions and 888 catalyst types from USPTO. Task: Predict which catalyst facilitates the given reaction. Reactant: [NH2:1][C:2]1[CH:3]=[C:4]([CH:17]=[CH:18][C:19]=1[Cl:20])[C:5]([O:7]N1C2C=CC=CC=2N=N1)=O.[C:21]1([C@@H:27]([NH2:29])[CH3:28])[CH:26]=[CH:25][CH:24]=[CH:23][CH:22]=1.C(N(C(C)C)C(C)C)C.CN(C)C=O. Product: [NH2:1][C:2]1[CH:3]=[C:4]([CH:17]=[CH:18][C:19]=1[Cl:20])[C:5]([NH:29][C@H:27]([C:21]1[CH:26]=[CH:25][CH:24]=[CH:23][CH:22]=1)[CH3:28])=[O:7]. The catalyst class is: 4.